Predict the reactants needed to synthesize the given product. From a dataset of Full USPTO retrosynthesis dataset with 1.9M reactions from patents (1976-2016). (1) Given the product [CH2:1]([NH:3][C:4]([C:6]1[S:7][CH:8]=[CH:9][C:10]=1[CH2:11][OH:13])=[O:5])[CH3:2], predict the reactants needed to synthesize it. The reactants are: [CH2:1]([NH:3][C:4]([C:6]1[S:7][CH:8]=[CH:9][CH:10]=1)=[O:5])[CH3:2].[CH:11](=[O:13])C. (2) Given the product [CH3:1][O:2][C:3](=[O:15])[C:4]1[CH:9]=[CH:8][C:7]([O:10][CH3:11])=[C:6]([C:12](=[O:14])[CH2:13][Br:16])[CH:5]=1, predict the reactants needed to synthesize it. The reactants are: [CH3:1][O:2][C:3](=[O:15])[C:4]1[CH:9]=[CH:8][C:7]([O:10][CH3:11])=[C:6]([C:12](=[O:14])[CH3:13])[CH:5]=1.[Br:16]Br. (3) Given the product [CH2:23]([O:14][C:13]([C:6]1[C:5]2[C:10](=[CH:11][CH:12]=[C:3]([O:2][CH3:1])[CH:4]=2)[N:9]=[CH:8][CH:7]=1)=[O:15])[CH3:24], predict the reactants needed to synthesize it. The reactants are: [CH3:1][O:2][C:3]1[CH:4]=[C:5]2[C:10](=[CH:11][CH:12]=1)[N:9]=[CH:8][CH:7]=[C:6]2[C:13]([OH:15])=[O:14].C([O-])([O-])=O.[K+].[K+].I[CH2:23][CH3:24]. (4) Given the product [Si:1]([O:18][CH2:19][CH2:20][C@H:21]1[C:26]2[CH:27]=[CH:28][C:29]([CH2:31][N:49]3[CH2:50][CH2:51][O:47][C:48]3=[O:52])=[CH:30][C:25]=2[CH2:24][CH2:23][O:22]1)([C:14]([CH3:15])([CH3:16])[CH3:17])([C:8]1[CH:9]=[CH:10][CH:11]=[CH:12][CH:13]=1)[C:2]1[CH:7]=[CH:6][CH:5]=[CH:4][CH:3]=1, predict the reactants needed to synthesize it. The reactants are: [Si:1]([O:18][CH2:19][CH2:20][C@H:21]1[C:26]2[CH:27]=[CH:28][C:29]([CH2:31]O)=[CH:30][C:25]=2[CH2:24][CH2:23][O:22]1)([C:14]([CH3:17])([CH3:16])[CH3:15])([C:8]1[CH:13]=[CH:12][CH:11]=[CH:10][CH:9]=1)[C:2]1[CH:7]=[CH:6][CH:5]=[CH:4][CH:3]=1.C(N(CC)CC)C.CS(Cl)(=O)=O.[H-].[Na+].[O:47]1[CH2:51][CH2:50][NH:49][C:48]1=[O:52].S([O-])(=O)(=O)C. (5) The reactants are: CS([C:4]1[N:9]=[CH:8][C:7]2=[CH:10][CH:11]=[C:12]([C:13]3[CH:18]=[CH:17][C:16]([S:19]([CH3:22])(=[O:21])=[O:20])=[CH:15][CH:14]=3)[N:6]2[N:5]=1)=O.C(N(CC)C(C)C)(C)C.[CH3:32][O:33][C:34]1[CH:35]=[C:36]([CH:38]=[C:39]([O:43][CH3:44])[C:40]=1[O:41][CH3:42])[NH2:37]. Given the product [CH3:22][S:19]([C:16]1[CH:17]=[CH:18][C:13]([C:12]2[N:6]3[C:7]([CH:8]=[N:9][C:4]([NH:37][C:36]4[CH:38]=[C:39]([O:43][CH3:44])[C:40]([O:41][CH3:42])=[C:34]([O:33][CH3:32])[CH:35]=4)=[N:5]3)=[CH:10][CH:11]=2)=[CH:14][CH:15]=1)(=[O:21])=[O:20], predict the reactants needed to synthesize it. (6) Given the product [Cl:32][C:30]1[N:29]=[C:28]2[NH:33][N:34]=[C:35]([S:36][CH3:37])[C:27]2=[C:26]([NH:1][C@@H:2]2[CH2:7][CH2:6][C@H:5]([NH:8][C:9](=[O:15])[O:10][C:11]([CH3:12])([CH3:14])[CH3:13])[CH2:4][CH2:3]2)[N:31]=1, predict the reactants needed to synthesize it. The reactants are: [NH2:1][C@@H:2]1[CH2:7][CH2:6][C@H:5]([NH:8][C:9](=[O:15])[O:10][C:11]([CH3:14])([CH3:13])[CH3:12])[CH2:4][CH2:3]1.C(N(C(C)C)CC)(C)C.Cl[C:26]1[N:31]=[C:30]([Cl:32])[N:29]=[C:28]2[NH:33][N:34]=[C:35]([S:36][CH3:37])[C:27]=12. (7) The reactants are: [CH:1]1[C:6]([CH2:7][CH2:8][CH2:9][OH:10])=[CH:5][C:4]([OH:11])=[C:3]([OH:12])[CH:2]=1.[C:13]([OH:28])(=[O:27])/[CH:14]=[CH:15]/[CH:16]1[CH:26]=[C:23]([O:24][CH3:25])[C:21]([OH:22])=[C:18]([O:19][CH3:20])[CH2:17]1. Given the product [CH:1]1[C:6]([CH2:7][CH2:8][CH2:9][OH:10])=[CH:5][C:4]([OH:11])=[C:3]([OH:12])[CH:2]=1.[C:13]([O-:28])(=[O:27])/[CH:14]=[CH:15]/[CH:16]1[CH:17]=[C:18]([O:19][CH3:20])[C:21]([OH:22])=[C:23]([O:24][CH3:25])[CH2:26]1, predict the reactants needed to synthesize it.